From a dataset of Forward reaction prediction with 1.9M reactions from USPTO patents (1976-2016). Predict the product of the given reaction. Given the reactants [C:1]([O:5][C:6]([NH:8][CH:9]([C:13]1[CH:18]=[CH:17][C:16]([F:19])=[CH:15][CH:14]=1)[C:10]([OH:12])=O)=[O:7])([CH3:4])([CH3:3])[CH3:2].Cl.[CH3:21][NH:22][O:23][CH3:24].CN1CCOCC1.CN(C1C=CC=CN=1)C.C(N=C=NCCCN(C)C)C.Cl, predict the reaction product. The product is: [F:19][C:16]1[CH:17]=[CH:18][C:13]([CH:9]([NH:8][C:6](=[O:7])[O:5][C:1]([CH3:2])([CH3:3])[CH3:4])[C:10]([N:22]([O:23][CH3:24])[CH3:21])=[O:12])=[CH:14][CH:15]=1.